The task is: Predict which catalyst facilitates the given reaction.. This data is from Catalyst prediction with 721,799 reactions and 888 catalyst types from USPTO. (1) Reactant: Cl[C:2]1[CH:11]=[CH:10][C:9]2[C:4](=[C:5]([OH:12])[CH:6]=[CH:7][CH:8]=2)[N:3]=1.[NH:13]1[CH2:18][CH2:17][O:16][CH2:15][CH2:14]1. Product: [O:16]1[CH2:17][CH2:18][N:13]([C:2]2[CH:11]=[CH:10][C:9]3[C:4](=[C:5]([OH:12])[CH:6]=[CH:7][CH:8]=3)[N:3]=2)[CH2:14][CH2:15]1. The catalyst class is: 6. (2) Reactant: [OH:1][C@H:2]1[CH2:6][CH2:5][N:4]([C:7]2[CH:12]=[CH:11][C:10]([S:13]([NH:16][C:17]3[S:18][CH:19]=[CH:20][N:21]=3)(=[O:15])=[O:14])=[CH:9][CH:8]=2)[C:3]1=[O:22].[CH3:23][O:24][C:25]1[CH:30]=[CH:29][C:28]([S:31](Cl)(=[O:33])=[O:32])=[CH:27][CH:26]=1.CCN(C(C)C)C(C)C. Product: [OH:1][C@H:2]1[CH2:6][CH2:5][N:4]([C:7]2[CH:12]=[CH:11][C:10]([S:13]([N:16]([S:31]([C:28]3[CH:27]=[CH:26][C:25]([O:24][CH3:23])=[CH:30][CH:29]=3)(=[O:33])=[O:32])[C:17]3[S:18][CH:19]=[CH:20][N:21]=3)(=[O:14])=[O:15])=[CH:9][CH:8]=2)[C:3]1=[O:22]. The catalyst class is: 656. (3) Reactant: [Cl:1][C:2]1[CH:10]=[CH:9][C:8]([CH2:11][NH:12][C:13]([CH:15]2[CH2:17][CH2:16]2)=[O:14])=[CH:7][C:3]=1C(O)=O.[N-:18]=[N+]=[N-].[Na+]. Product: [NH2:18][C:3]1[CH:7]=[C:8]([CH:9]=[CH:10][C:2]=1[Cl:1])[CH2:11][NH:12][C:13]([CH:15]1[CH2:17][CH2:16]1)=[O:14]. The catalyst class is: 82. (4) Reactant: [Br:1][C:2]1[C:3]([CH3:25])=[C:4]([N:8]2[C:13](=[O:14])[CH:12]=[CH:11][N:10](CC3C=CC(OC)=CC=3)[C:9]2=[O:24])[CH:5]=[CH:6][CH:7]=1.FC(F)(F)S(O)(=O)=O. Product: [Br:1][C:2]1[C:3]([CH3:25])=[C:4]([N:8]2[C:13](=[O:14])[CH:12]=[CH:11][NH:10][C:9]2=[O:24])[CH:5]=[CH:6][CH:7]=1. The catalyst class is: 67.